This data is from Reaction yield outcomes from USPTO patents with 853,638 reactions. The task is: Predict the reaction yield, written as a fraction of the theoretical maximum amount of product (1.0 means a 100% yield; for example, 0.34 means a 34% yield). The reactants are [Cl:1][C:2]1[CH:11]=[C:10]([CH:12]([OH:22])[CH2:13][CH2:14][C:15]2[CH:20]=[CH:19][CH:18]=[C:17]([OH:21])[CH:16]=2)[CH:9]=[CH:8][C:3]=1[C:4]([O:6]C)=[O:5].ClC1C=C(C(=O)CCC2C=CC=C(O)C=2)C=CC=1C(O)=O. No catalyst specified. The product is [Cl:1][C:2]1[CH:11]=[C:10]([CH:12]([OH:22])[CH2:13][CH2:14][C:15]2[CH:20]=[CH:19][CH:18]=[C:17]([OH:21])[CH:16]=2)[CH:9]=[CH:8][C:3]=1[C:4]([OH:6])=[O:5]. The yield is 0.900.